This data is from Reaction yield outcomes from USPTO patents with 853,638 reactions. The task is: Predict the reaction yield, written as a fraction of the theoretical maximum amount of product (1.0 means a 100% yield; for example, 0.34 means a 34% yield). (1) The reactants are C(OC(=O)[NH:7][C@H:8]([C:10]1[N:14]([C:15]2[CH:16]=[N:17][CH:18]=[CH:19][CH:20]=2)[C:13]2[CH:21]=[C:22]([F:25])[CH:23]=[CH:24][C:12]=2[N:11]=1)[CH3:9])(C)(C)C. The catalyst is C(O)(C(F)(F)F)=O.C(Cl)Cl. The product is [F:25][C:22]1[CH:23]=[CH:24][C:12]2[N:11]=[C:10]([C@@H:8]([NH2:7])[CH3:9])[N:14]([C:15]3[CH:16]=[N:17][CH:18]=[CH:19][CH:20]=3)[C:13]=2[CH:21]=1. The yield is 0.670. (2) The reactants are [NH2:1][C:2]1[S:17][C:5]2[CH2:6][N:7]([C:10]([O:12][C:13]([CH3:16])([CH3:15])[CH3:14])=[O:11])[CH2:8][CH2:9][C:4]=2[C:3]=1[C:18]1[S:19][C:20]2[CH:26]=[CH:25][CH:24]=[CH:23][C:21]=2[N:22]=1.C(N(CC)CC)C.[C:34](OC(=O)C)(=[O:36])[CH3:35]. The catalyst is CN(C1C=CN=CC=1)C.CN(C)C=O. The product is [C:34]([NH:1][C:2]1[S:17][C:5]2[CH2:6][N:7]([C:10]([O:12][C:13]([CH3:14])([CH3:15])[CH3:16])=[O:11])[CH2:8][CH2:9][C:4]=2[C:3]=1[C:18]1[S:19][C:20]2[CH:26]=[CH:25][CH:24]=[CH:23][C:21]=2[N:22]=1)(=[O:36])[CH3:35]. The yield is 0.450. (3) The reactants are [C@@H:1]12[CH2:7][N:6]([C:8]([O:10][C:11]([CH3:14])([CH3:13])[CH3:12])=[O:9])[C@@H:5]1[CH2:4][N:3](C(OCC1C=CC=CC=1)=O)[CH2:2]2. The catalyst is CO.[Pd]. The product is [C@@H:1]12[CH2:7][N:6]([C:8]([O:10][C:11]([CH3:14])([CH3:13])[CH3:12])=[O:9])[C@@H:5]1[CH2:4][NH:3][CH2:2]2. The yield is 0.920. (4) The reactants are S(O[CH2:6][C:7]1[CH:12]=[C:11]([O:13][C:14]([F:17])([F:16])[F:15])[CH:10]=[C:9]([Cl:18])[CH:8]=1)(=O)(=O)C.[C-:19]#[N:20].[Na+]. The catalyst is CS(C)=O. The product is [Cl:18][C:9]1[CH:8]=[C:7]([CH:12]=[C:11]([O:13][C:14]([F:17])([F:16])[F:15])[CH:10]=1)[CH2:6][C:19]#[N:20]. The yield is 1.00. (5) The reactants are [CH3:1][O:2][C:3]([C:5]1([C:8]2[CH:13]=[CH:12][C:11]([OH:14])=[C:10]([NH2:15])[CH:9]=2)[CH2:7][CH2:6]1)=[O:4].Cl[C:17](Cl)([O:19]C(=O)OC(Cl)(Cl)Cl)Cl.O. The catalyst is C1COCC1. The product is [CH3:1][O:2][C:3]([C:5]1([C:8]2[CH:13]=[CH:12][C:11]3[O:14][C:17](=[O:19])[NH:15][C:10]=3[CH:9]=2)[CH2:7][CH2:6]1)=[O:4]. The yield is 0.910. (6) The reactants are [Cl:1][C:2]1[C:3]([C:10]([F:13])([F:12])[F:11])=[CH:4][C:5](I)=[C:6]([CH:8]=1)[NH2:7].[C:14]([Cu])#[N:15]. The catalyst is CN(C=O)C. The product is [NH2:7][C:6]1[CH:8]=[C:2]([Cl:1])[C:3]([C:10]([F:13])([F:12])[F:11])=[CH:4][C:5]=1[C:14]#[N:15]. The yield is 0.630. (7) The reactants are C1COCC1.[C:6]([NH:10][S:11]([C:14]1[S:15][C:16]([Cl:19])=[CH:17][CH:18]=1)(=[O:13])=[O:12])([CH3:9])([CH3:8])[CH3:7].C([Li])CCC.C1(S(N(S(C2C=CC=CC=2)(=O)=O)[F:35])(=O)=O)C=CC=CC=1. The catalyst is CCCCCC. The product is [C:6]([NH:10][S:11]([C:14]1[S:15][C:16]([Cl:19])=[CH:17][C:18]=1[F:35])(=[O:12])=[O:13])([CH3:9])([CH3:7])[CH3:8]. The yield is 1.00.